Dataset: Full USPTO retrosynthesis dataset with 1.9M reactions from patents (1976-2016). Task: Predict the reactants needed to synthesize the given product. (1) Given the product [Cl:13][C:14]1[N:19]=[C:18]([CH2:6][C:5]2[CH:8]=[CH:9][CH:10]=[C:3]([C:2]([F:12])([F:11])[F:1])[CH:4]=2)[C:17]([CH3:21])=[CH:16][N:15]=1, predict the reactants needed to synthesize it. The reactants are: [F:1][C:2]([F:12])([F:11])[C:3]1[CH:4]=[C:5]([CH:8]=[CH:9][CH:10]=1)[CH2:6]Br.[Cl:13][C:14]1[N:19]=[C:18](Cl)[C:17]([CH3:21])=[CH:16][N:15]=1. (2) Given the product [Br:11][C:12]1[C:13]([NH:19][C:4]2[CH:3]=[C:2]([Cl:1])[CH:7]=[CH:6][C:5]=2[O:8][CH3:9])=[N:14][CH:15]=[C:16]([CH3:18])[CH:17]=1, predict the reactants needed to synthesize it. The reactants are: [Cl:1][C:2]1[CH:7]=[CH:6][C:5]([O:8][CH3:9])=[C:4](I)[CH:3]=1.[Br:11][C:12]1[C:13]([NH2:19])=[N:14][CH:15]=[C:16]([CH3:18])[CH:17]=1. (3) Given the product [CH3:48][O:47][C:34]1[CH:35]=[C:36]([C:39]2[CH:40]=[CH:49][C:50]([C:51]#[N:52])=[CH:43][CH:44]=2)[CH:37]=[CH:38][C:33]=1[CH:30]([CH3:31])[C:6]#[CH:7], predict the reactants needed to synthesize it. The reactants are: [Cl-].COC[P+](C1C=CC=CC=1)(C1C=CC=CC=1)[C:6]1C=CC=C[CH:7]=1.CC([O-])(C)C.[Na+].[C:30]([C:33]1[CH:38]=[CH:37][C:36]([C:39]2[CH:44]=[CH:43]C(C#N)=C[CH:40]=2)=[CH:35][C:34]=1[O:47][CH3:48])(=O)[CH3:31].[CH3:49]/[C:50](/[O-])=[C:51](/P(OC)(OC)=O)\[N+:52]#N.C([O-])([O-])=O.[K+].[K+]. (4) Given the product [CH2:10]([N:4]([CH2:1][CH2:2][CH3:3])[CH2:5][CH2:6][CH2:7][CH2:8][NH2:9])[CH2:11][CH3:12], predict the reactants needed to synthesize it. The reactants are: [CH2:1]([N:4]([CH2:10][CH2:11][CH3:12])[CH2:5][CH2:6][CH2:7][C:8]#[N:9])[CH2:2][CH3:3].[OH-].[Na+].[H][H]. (5) Given the product [C:15]([C:14]1[CH:9]([C:6]2[CH:7]=[CH:8][C:3]([C:1]#[N:2])=[CH:4][C:5]=2[S:29]([CH3:32])(=[O:31])=[O:30])[N:10]([C:36]([O:38][CH2:39][C:40]2[CH:45]=[CH:44][CH:43]=[CH:42][CH:41]=2)=[O:37])[C:11](=[O:28])[N:12]([C:18]2[CH:23]=[CH:22][CH:21]=[C:20]([C:24]([F:27])([F:26])[F:25])[CH:19]=2)[C:13]=1[CH3:17])#[N:16], predict the reactants needed to synthesize it. The reactants are: [C:1]([C:3]1[CH:8]=[CH:7][C:6]([C@@H:9]2[C:14]([C:15]#[N:16])=[C:13]([CH3:17])[N:12]([C:18]3[CH:23]=[CH:22][CH:21]=[C:20]([C:24]([F:27])([F:26])[F:25])[CH:19]=3)[C:11](=[O:28])[NH:10]2)=[C:5]([S:29]([CH3:32])(=[O:31])=[O:30])[CH:4]=1)#[N:2].[H-].[Na+].Cl[C:36]([O:38][CH2:39][C:40]1[CH:45]=[CH:44][CH:43]=[CH:42][CH:41]=1)=[O:37]. (6) The reactants are: [Cl:1][C:2]1[CH:10]=[C:9]([S:11]([CH3:14])(=[O:13])=[O:12])[CH:8]=[CH:7][C:3]=1[C:4]([OH:6])=O.C(Cl)(=O)C(Cl)=O.[N:21]1([C:27]([O:29][C:30]([CH3:33])([CH3:32])[CH3:31])=[O:28])[CH2:26][CH2:25][NH:24][CH2:23][CH2:22]1.CCN(CC)CC. Given the product [Cl:1][C:2]1[CH:10]=[C:9]([S:11]([CH3:14])(=[O:13])=[O:12])[CH:8]=[CH:7][C:3]=1[C:4]([N:24]1[CH2:23][CH2:22][N:21]([C:27]([O:29][C:30]([CH3:33])([CH3:32])[CH3:31])=[O:28])[CH2:26][CH2:25]1)=[O:6], predict the reactants needed to synthesize it. (7) Given the product [CH3:1][O:2][C:3]1[CH:27]=[CH:26][C:6]([CH2:7][N:8]2[C:16]3[C:11](=[CH:12][C:13]([CH:17]=[C:18]4[S:22][C:21]([N:32]5[CH2:37][CH2:36][CH:35]([C:38]([OH:40])=[O:39])[CH2:34][CH2:33]5)=[N:20][C:19]4=[O:25])=[CH:14][CH:15]=3)[CH:10]=[N:9]2)=[C:5]([C:28]([F:31])([F:29])[F:30])[CH:4]=1, predict the reactants needed to synthesize it. The reactants are: [CH3:1][O:2][C:3]1[CH:27]=[CH:26][C:6]([CH2:7][N:8]2[C:16]3[C:11](=[CH:12][C:13]([CH:17]=[C:18]4[S:22][C:21](SC)=[N:20][C:19]4=[O:25])=[CH:14][CH:15]=3)[CH:10]=[N:9]2)=[C:5]([C:28]([F:31])([F:30])[F:29])[CH:4]=1.[NH:32]1[CH2:37][CH2:36][CH:35]([C:38]([OH:40])=[O:39])[CH2:34][CH2:33]1.